This data is from Full USPTO retrosynthesis dataset with 1.9M reactions from patents (1976-2016). The task is: Predict the reactants needed to synthesize the given product. (1) Given the product [F:7][C:8]1[CH:9]=[C:10]([S:14][C:15]2[CH:20]=[CH:19][CH:18]=[CH:17][C:16]=2[CH2:21][CH2:22][CH2:23][OH:24])[CH:11]=[CH:12][CH:13]=1, predict the reactants needed to synthesize it. The reactants are: [H-].[H-].[H-].[H-].[Li+].[Al+3].[F:7][C:8]1[CH:9]=[C:10]([S:14][C:15]2[CH:20]=[CH:19][CH:18]=[CH:17][C:16]=2[CH2:21][CH2:22][C:23](O)=[O:24])[CH:11]=[CH:12][CH:13]=1.O.Cl. (2) Given the product [Cl:1][C:2]1[CH:3]=[C:4]([NH:8][C:9]([N:17]2[CH2:16][CH2:15][N:14]([CH2:18][CH2:19][CH2:20][N:21]3[CH2:22][CH2:23][CH2:24][CH2:25][CH2:26]3)[C:13](=[O:27])[C@@H:12]2[CH3:11])=[O:10])[CH:5]=[CH:6][CH:7]=1, predict the reactants needed to synthesize it. The reactants are: [Cl:1][C:2]1[CH:3]=[C:4]([N:8]=[C:9]=[O:10])[CH:5]=[CH:6][CH:7]=1.[CH3:11][C@@H:12]1[NH:17][CH2:16][CH2:15][N:14]([CH2:18][CH2:19][CH2:20][N:21]2[CH2:26][CH2:25][CH2:24][CH2:23][CH2:22]2)[C:13]1=[O:27].CN1CCOCC1. (3) The reactants are: [NH2:1][C:2]1[C:10]([Cl:11])=[CH:9][C:5](C(N)=O)=[C:4]([O:12][CH3:13])[C:3]=1CC1CCNCC1.Cl.CS(O[CH2:27][CH2:28][CH2:29][N:30]1[CH:34]=[CH:33][N:32]=[N:31]1)(=O)=O.C([N:37]([CH2:40][CH3:41])[CH2:38][CH3:39])C.[C:42](=O)([O-])[O-].[K+].[K+].[I-].[K+].[CH3:50][N:51](C)[CH:52]=[O:53]. Given the product [N:30]1([CH2:29][CH2:28][CH2:27][N:37]2[CH2:38][CH2:39][CH:42]([CH2:50][NH:51][C:52](=[O:53])[C:5]3[CH:9]=[C:10]([Cl:11])[C:2]([NH2:1])=[CH:3][C:4]=3[O:12][CH3:13])[CH2:41][CH2:40]2)[CH:34]=[CH:33][N:32]=[N:31]1, predict the reactants needed to synthesize it.